From a dataset of Full USPTO retrosynthesis dataset with 1.9M reactions from patents (1976-2016). Predict the reactants needed to synthesize the given product. (1) Given the product [Br:1][C:2]1[CH:3]=[C:4]2[C:8](=[CH:9][CH:10]=1)[N:7]([CH:11]1[CH2:15][CH2:14][N:13]([CH3:18])[CH2:12]1)[CH2:6][CH2:5]2, predict the reactants needed to synthesize it. The reactants are: [Br:1][C:2]1[CH:3]=[C:4]2[C:8](=[CH:9][CH:10]=1)[N:7]([CH:11]1[CH2:15][CH2:14][NH:13][CH2:12]1)[CH2:6][CH2:5]2.C=O.[C:18](O)(=O)C.[BH3-]C#N.[Na+].[OH-].[Na+]. (2) Given the product [ClH:31].[O:4]=[C:5]1[CH2:9][CH2:8][N:7]([C@@H:10]2[CH2:15][CH2:14][CH2:13][CH2:12][C@@H:11]2[O:16][CH2:17][CH2:18][CH2:19][CH:20]2[CH2:25][CH2:24][CH2:23][CH2:22][CH2:21]2)[CH2:6]1, predict the reactants needed to synthesize it. The reactants are: O1[C:5]2([CH2:9][CH2:8][N:7]([C@H:10]3[CH2:15][CH2:14][CH2:13][CH2:12][C@@H:11]3[O:16][CH2:17][CH2:18][CH2:19][CH:20]3[CH2:25][CH2:24][CH2:23][CH2:22][CH2:21]3)[CH2:6]2)[O:4]CC1.CC(=O)CC.[ClH:31].